This data is from Full USPTO retrosynthesis dataset with 1.9M reactions from patents (1976-2016). The task is: Predict the reactants needed to synthesize the given product. Given the product [CH3:21][C:22]1[CH:31]=[CH:30][C:29]2[C:24](=[CH:25][CH:26]=[CH:27][CH:28]=2)[C:23]=1[C:32]([N:17]1[CH2:16][CH:15]2[CH:19]([CH2:20][N:13]([C:9]3[N:8]=[C:7]([C:1]4[CH:2]=[CH:3][CH:4]=[CH:5][CH:6]=4)[CH:12]=[CH:11][N:10]=3)[CH2:14]2)[CH2:18]1)=[O:33], predict the reactants needed to synthesize it. The reactants are: [C:1]1([C:7]2[CH:12]=[CH:11][N:10]=[C:9]([N:13]3[CH2:20][CH:19]4[CH:15]([CH2:16][NH:17][CH2:18]4)[CH2:14]3)[N:8]=2)[CH:6]=[CH:5][CH:4]=[CH:3][CH:2]=1.[CH3:21][C:22]1[CH:31]=[CH:30][C:29]2[C:24](=[CH:25][CH:26]=[CH:27][CH:28]=2)[C:23]=1[C:32](O)=[O:33].